From a dataset of Full USPTO retrosynthesis dataset with 1.9M reactions from patents (1976-2016). Predict the reactants needed to synthesize the given product. Given the product [CH3:28][N:8]([CH3:7])[CH2:9][CH2:10][CH:11]([O:17][C:18]1[C:27]2[C:22](=[CH:23][CH:24]=[CH:25][CH:26]=2)[CH:21]=[CH:20][CH:19]=1)[C:12]1[S:13][CH:14]=[CH:15][CH:16]=1, predict the reactants needed to synthesize it. The reactants are: C(O)(=O)C(O)=O.[CH3:7][N:8]([CH3:28])[CH2:9][CH2:10][CH:11]([O:17][C:18]1[C:27]2[C:22](=[CH:23][CH:24]=[CH:25][CH:26]=2)[CH:21]=[CH:20][CH:19]=1)[C:12]1[S:13][CH:14]=[CH:15][CH:16]=1.O.N.